Task: Regression. Given two drug SMILES strings and cell line genomic features, predict the synergy score measuring deviation from expected non-interaction effect.. Dataset: NCI-60 drug combinations with 297,098 pairs across 59 cell lines Drug 1: CN1CCC(CC1)COC2=C(C=C3C(=C2)N=CN=C3NC4=C(C=C(C=C4)Br)F)OC. Drug 2: C1CCN(CC1)CCOC2=CC=C(C=C2)C(=O)C3=C(SC4=C3C=CC(=C4)O)C5=CC=C(C=C5)O. Synergy scores: CSS=10.4, Synergy_ZIP=-3.61, Synergy_Bliss=0.522, Synergy_Loewe=-2.01, Synergy_HSA=1.20. Cell line: RXF 393.